Dataset: Catalyst prediction with 721,799 reactions and 888 catalyst types from USPTO. Task: Predict which catalyst facilitates the given reaction. Reactant: [CH2:1]([N:3]1[CH2:7][CH2:6][CH2:5][CH:4]1[CH2:8][O:9][C:10]1[CH:11]=[C:12]2[C:17](=[CH:18][CH:19]=1)[CH:16]=[C:15]([C:20]1[C:28]3[C:23](=[CH:24][CH:25]=[C:26](C#N)[CH:27]=3)[N:22](C3CCCCO3)[N:21]=1)[CH:14]=[CH:13]2)[CH3:2].[OH-].[K+].F[P-](F)(F)(F)(F)F.N1([O:55][C:56](N(C)C)=[N+](C)C)C2C=CC=CC=2N=N1.O.ON1C2C=CC=CC=2N=N1.C(N(CC)CC)C.[CH2:81]([NH2:85])[CH2:82][CH2:83][CH3:84]. Product: [CH2:81]([NH:85][C:56]([C:26]1[CH:27]=[C:28]2[C:23](=[CH:24][CH:25]=1)[NH:22][N:21]=[C:20]2[C:15]1[CH:14]=[CH:13][C:12]2[C:17](=[CH:18][CH:19]=[C:10]([O:9][CH2:8][CH:4]3[CH2:5][CH2:6][CH2:7][N:3]3[CH2:1][CH3:2])[CH:11]=2)[CH:16]=1)=[O:55])[CH2:82][CH2:83][CH3:84]. The catalyst class is: 40.